From a dataset of Full USPTO retrosynthesis dataset with 1.9M reactions from patents (1976-2016). Predict the reactants needed to synthesize the given product. Given the product [CH2:1]([NH:5][C@H:6]1[C@H:11]([NH:12][C:13]([C:15]2[NH:16][C:17]([CH2:21][CH3:22])=[C:18]([Cl:20])[N:19]=2)=[O:14])[CH2:10][CH2:9][N:8]([C:23]2[S:24][C:25]3[C:31]([C:32]([O:34][CH2:44][CH3:45])=[O:33])=[CH:30][CH:29]=[CH:28][C:26]=3[N:27]=2)[CH2:7]1)[CH2:2][CH2:3][CH3:4], predict the reactants needed to synthesize it. The reactants are: [CH2:1]([NH:5][C@H:6]1[C@H:11]([NH:12][C:13]([C:15]2[NH:16][C:17]([CH2:21][CH3:22])=[C:18]([Cl:20])[N:19]=2)=[O:14])[CH2:10][CH2:9][N:8]([C:23]2[S:24][C:25]3[C:31]([C:32]([OH:34])=[O:33])=[CH:30][CH:29]=[CH:28][C:26]=3[N:27]=2)[CH2:7]1)[CH2:2][CH2:3][CH3:4].C(=O)([O-])[O-].[Na+].[Na+].BrC1S[C:44]2C(C(OCC)=O)=CC=C[C:45]=2N=1.